This data is from NCI-60 drug combinations with 297,098 pairs across 59 cell lines. The task is: Regression. Given two drug SMILES strings and cell line genomic features, predict the synergy score measuring deviation from expected non-interaction effect. (1) Drug 1: C1CC(C1)(C(=O)O)C(=O)O.[NH2-].[NH2-].[Pt+2]. Drug 2: C1CN1C2=NC(=NC(=N2)N3CC3)N4CC4. Cell line: KM12. Synergy scores: CSS=15.9, Synergy_ZIP=-1.51, Synergy_Bliss=0.763, Synergy_Loewe=-20.2, Synergy_HSA=-2.14. (2) Drug 1: C1=CC(=C2C(=C1NCCNCCO)C(=O)C3=C(C=CC(=C3C2=O)O)O)NCCNCCO. Drug 2: CN(C)C1=NC(=NC(=N1)N(C)C)N(C)C. Cell line: LOX IMVI. Synergy scores: CSS=38.8, Synergy_ZIP=3.48, Synergy_Bliss=3.48, Synergy_Loewe=-25.6, Synergy_HSA=5.67. (3) Drug 1: CC=C1C(=O)NC(C(=O)OC2CC(=O)NC(C(=O)NC(CSSCCC=C2)C(=O)N1)C(C)C)C(C)C. Drug 2: B(C(CC(C)C)NC(=O)C(CC1=CC=CC=C1)NC(=O)C2=NC=CN=C2)(O)O. Cell line: OVCAR3. Synergy scores: CSS=91.2, Synergy_ZIP=3.30, Synergy_Bliss=5.40, Synergy_Loewe=-15.4, Synergy_HSA=2.22. (4) Drug 1: CC1C(C(CC(O1)OC2CC(CC3=C2C(=C4C(=C3O)C(=O)C5=C(C4=O)C(=CC=C5)OC)O)(C(=O)CO)O)N)O. Drug 2: CNC(=O)C1=NC=CC(=C1)OC2=CC=C(C=C2)NC(=O)NC3=CC(=C(C=C3)Cl)C(F)(F)F. Cell line: SK-OV-3. Synergy scores: CSS=65.6, Synergy_ZIP=3.34, Synergy_Bliss=0.152, Synergy_Loewe=-10.1, Synergy_HSA=1.68.